Dataset: Forward reaction prediction with 1.9M reactions from USPTO patents (1976-2016). Task: Predict the product of the given reaction. (1) Given the reactants Br[C:2]1[C:3]([O:12][CH2:13][C@H:14]2[CH2:16][C@@H:15]2[C:17]2[CH:22]=[CH:21][C:20]([O:23][CH3:24])=[CH:19][N:18]=2)=[N:4][C:5]2[C:10]([CH:11]=1)=[N:9][CH:8]=[CH:7][CH:6]=2.CC1(C)C(C)(C)OB([C:33]2[CH:34]=[N:35][N:36]([CH2:38][CH2:39][OH:40])[CH:37]=2)O1.P([O-])([O-])([O-])=O.[K+].[K+].[K+].COC1C=CC=C(OC)C=1C1C=CC=CC=1P(C1CCCCC1)C1CCCCC1, predict the reaction product. The product is: [CH3:24][O:23][C:20]1[CH:21]=[CH:22][C:17]([C@H:15]2[CH2:16][C@@H:14]2[CH2:13][O:12][C:3]2[C:2]([C:33]3[CH:34]=[N:35][N:36]([CH2:38][CH2:39][OH:40])[CH:37]=3)=[CH:11][C:10]3[C:5](=[CH:6][CH:7]=[CH:8][N:9]=3)[N:4]=2)=[N:18][CH:19]=1. (2) Given the reactants C([O:4][CH2:5][CH2:6][CH2:7][CH2:8][CH2:9][CH2:10][CH2:11][CH2:12][CH2:13][CH2:14][CH2:15][CH2:16][C:17]1[C:22]([CH3:24])([CH3:23])[CH2:21][CH2:20][C:19](=[O:25])[C:18]=1[CH3:26])(=O)C.C([O-])([O-])=O.[K+].[K+].Cl, predict the reaction product. The product is: [OH:4][CH2:5][CH2:6][CH2:7][CH2:8][CH2:9][CH2:10][CH2:11][CH2:12][CH2:13][CH2:14][CH2:15][CH2:16][C:17]1[C:22]([CH3:23])([CH3:24])[CH2:21][CH2:20][C:19](=[O:25])[C:18]=1[CH3:26]. (3) Given the reactants [CH2:1]([O:8][C:9]1[CH:10]=[C:11]([CH2:15][CH2:16][NH:17][CH2:18][C:19]2[O:20][CH:21]=[CH:22][CH:23]=2)[CH:12]=[CH:13][CH:14]=1)[C:2]1[CH:7]=[CH:6][CH:5]=[CH:4][CH:3]=1.[Cl:24][CH2:25][C:26]([NH:28][CH3:29])=[O:27].C(N(C(C)C)CC)(C)C, predict the reaction product. The product is: [ClH:24].[CH2:1]([O:8][C:9]1[CH:10]=[C:11]([CH2:15][CH2:16][N:17]([CH2:18][C:19]2[O:20][CH:21]=[CH:22][CH:23]=2)[CH2:25][C:26]([NH:28][CH3:29])=[O:27])[CH:12]=[CH:13][CH:14]=1)[C:2]1[CH:3]=[CH:4][CH:5]=[CH:6][CH:7]=1. (4) Given the reactants [O:1]=[C:2]1[N:6]([C:7]2[CH:14]=[CH:13][C:10]([C:11]#[N:12])=[C:9]([C:15]([F:18])([F:17])[F:16])[CH:8]=2)[C@H:5]2[CH2:19][CH2:20][CH2:21][CH2:22][C@@H:4]2[NH:3]1.Br[C:24]1[CH:25]=[CH:26][C:27]2[O:31][CH2:30][CH2:29][C:28]=2[CH:32]=1, predict the reaction product. The product is: [O:31]1[C:27]2[CH:26]=[CH:25][C:24]([N:3]3[C@H:4]4[CH2:22][CH2:21][CH2:20][CH2:19][C@@H:5]4[N:6]([C:7]4[CH:14]=[CH:13][C:10]([C:11]#[N:12])=[C:9]([C:15]([F:18])([F:16])[F:17])[CH:8]=4)[C:2]3=[O:1])=[CH:32][C:28]=2[CH2:29][CH2:30]1. (5) Given the reactants [NH2:1][C:2]1[S:3][CH:4]=[C:5]2[C:10]=1[C:9](=[O:11])[N:8]([C:12]1[CH:17]=[CH:16][C:15]([Cl:18])=[CH:14][CH:13]=1)[N:7]=[C:6]2[C:19]([O:21]CC)=O.O.[NH2:25][NH2:26], predict the reaction product. The product is: [NH2:1][C:2]1[S:3][CH:4]=[C:5]2[C:10]=1[C:9](=[O:11])[N:8]([C:12]1[CH:17]=[CH:16][C:15]([Cl:18])=[CH:14][CH:13]=1)[N:7]=[C:6]2[C:19]([NH:25][NH2:26])=[O:21]. (6) The product is: [CH2:18]([N:8]1[CH:7]=[N:6][C:5]2[C:9]1=[N:10][C:2]([Cl:1])=[N:3][C:4]=2[N:11]1[CH2:12][CH2:13][O:14][CH2:15][CH2:16]1)[C:19]1[CH:24]=[CH:23][CH:22]=[CH:21][CH:20]=1. Given the reactants [Cl:1][C:2]1[N:10]=[C:9]2[C:5]([N:6]=[CH:7][NH:8]2)=[C:4]([N:11]2[CH2:16][CH2:15][O:14][CH2:13][CH2:12]2)[N:3]=1.Br[CH2:18][C:19]1[CH:24]=[CH:23][CH:22]=[CH:21][CH:20]=1, predict the reaction product. (7) Given the reactants [CH3:1][O:2][C:3]1[CH:20]=[C:19]([O:21][CH3:22])[CH:18]=[CH:17][C:4]=1[CH2:5][NH:6][C:7]1[CH:8]=[C:9]2[C:13](=[CH:14][CH:15]=1)[C:12](=[O:16])[O:11][CH2:10]2.C=O.[C:25]([BH3-])#N.[Na+].CC(O)=O, predict the reaction product. The product is: [CH3:1][O:2][C:3]1[CH:20]=[C:19]([O:21][CH3:22])[CH:18]=[CH:17][C:4]=1[CH2:5][N:6]([CH3:25])[C:7]1[CH:8]=[C:9]2[C:13](=[CH:14][CH:15]=1)[C:12](=[O:16])[O:11][CH2:10]2.